From a dataset of Experimentally validated miRNA-target interactions with 360,000+ pairs, plus equal number of negative samples. Binary Classification. Given a miRNA mature sequence and a target amino acid sequence, predict their likelihood of interaction. (1) The miRNA is hsa-let-7b-5p with sequence UGAGGUAGUAGGUUGUGUGGUU. The protein sequence of the target gene is MAANKSKGQSSLALHKVIMVGSGGVGKSALTLQFMYDEFVEDYEPTKADSYRKKVVLDGEEVQIDILDTAGQEDYAAIRDNYFRSGEGFLLVFSITEHESFTATAEFREQILRVKAEEDKIPLLVVGNKSDLEERRQVPVEEARSKAEEWGVQYVETSAKTRANVDKVFFDLMREIRTKKMSENKDKNGKKSSKNKKSFKERCCLL. Result: 1 (interaction). (2) The miRNA is hsa-miR-548k with sequence AAAAGUACUUGCGGAUUUUGCU. The protein sequence of the target gene is MATFRNNHMKTKASVRKSFSEDVFQSVKSLLQSQKELCSVTAEDCLQQDEHANLTEVTFLGFNEETDAAHIQDLAAVSLELPDILNSLHFCSLNENEIICMKNINKPLDISSDPLNQSHPSGMLCVMRVSPTSPRLRIDFIFSLLSKYATGIRYTLDTFLHQKHQLETTDEDDDDTNQSVSSIEDDFVTAFEHLEEEETSKPYNDGMNITVLRSQCDAASQTVTGHHLETHDLKILISSGQQKSLAKPSTSSVNVLGHKELPSVKTSVTTSISEPWTQRSFYRSSNASDKDSDLQKTFFS.... Result: 1 (interaction). (3) The miRNA is hsa-miR-1179 with sequence AAGCAUUCUUUCAUUGGUUGG. The protein sequence of the target gene is MYSPYCLTQDEFHPFIEALLPHVRAFSYTWFNLQARKRKYFKKHEKRMSKDEERAVKDELLGEKPEIKQKWASRLLAKLRKDIRPEFREDFVLTITGKKPPCCVLSNPDQKGKIRRIDCLRQADKVWRLDLVMVILFKGIPLESTDGERLYKSPQCSNPGLCVQPHHIGVTIKELDLYLAYFVHTPESGQSDSSNQQGDADIKPLPNGHLSFQDCFVTSGVWNVTELVRVSQTPVATASGPNFSLADLESPSYYNINQVTLGRRSITSPPSTSTTKRPKSIDDSEMESPVDDVFYPGTGR.... Result: 1 (interaction).